Dataset: Forward reaction prediction with 1.9M reactions from USPTO patents (1976-2016). Task: Predict the product of the given reaction. (1) Given the reactants [NH2:1][CH:2]([C:9]([CH3:13])([CH3:12])[CH2:10][CH3:11])[CH2:3][C:4]([O:6][CH2:7][CH3:8])=[O:5].[F:14][C:15]1[CH:16]=[C:17]2[C:23]([C:24]3[N:29]=[C:28](S(C)=O)[C:27]([F:33])=[CH:26][N:25]=3)=[CH:22][N:21]([S:34]([C:37]3[CH:42]=[CH:41][C:40]([CH3:43])=[CH:39][CH:38]=3)(=[O:36])=[O:35])[C:18]2=[N:19][CH:20]=1.C(N(CC)C(C)C)(C)C, predict the reaction product. The product is: [F:33][C:27]1[C:28]([NH:1][CH:2]([C:9]([CH3:12])([CH3:13])[CH2:10][CH3:11])[CH2:3][C:4]([O:6][CH2:7][CH3:8])=[O:5])=[N:29][C:24]([C:23]2[C:17]3[C:18](=[N:19][CH:20]=[C:15]([F:14])[CH:16]=3)[N:21]([S:34]([C:37]3[CH:42]=[CH:41][C:40]([CH3:43])=[CH:39][CH:38]=3)(=[O:36])=[O:35])[CH:22]=2)=[N:25][CH:26]=1. (2) Given the reactants S(O)(O)(=O)=O.[NH2:6]O.CO.[CH3:10][C:11]1([CH3:23])[CH:13]([CH:14]=[C:15]([CH:17]=O)[CH3:16])[CH:12]1[C:19]([O:21][CH3:22])=[O:20].[OH-].[Na+], predict the reaction product. The product is: [CH3:10][C:11]1([CH3:23])[CH:13]([CH:14]=[C:15]([C:17]#[N:6])[CH3:16])[CH:12]1[C:19]([O:21][CH3:22])=[O:20]. (3) Given the reactants [NH:1]1[C:5]([C:6]2[CH:7]=[C:8]([C:12]3[N:17]4[N:18]=[CH:19][C:20]([C:21]([C:23]5[S:24][CH:25]=[CH:26][CH:27]=5)=[O:22])=[C:16]4[N:15]=[CH:14][CH:13]=3)[CH:9]=[CH:10][CH:11]=2)=[N:4][N:3]=[N:2]1.Br[CH2:29][C:30]1[CH:35]=[CH:34][N:33]=[CH:32][CH:31]=1, predict the reaction product. The product is: [N:33]1[CH:34]=[CH:35][C:30]([CH2:29][N:3]2[N:2]=[N:1][C:5]([C:6]3[CH:7]=[C:8]([C:12]4[N:17]5[N:18]=[CH:19][C:20]([C:21]([C:23]6[S:24][CH:25]=[CH:26][CH:27]=6)=[O:22])=[C:16]5[N:15]=[CH:14][CH:13]=4)[CH:9]=[CH:10][CH:11]=3)=[N:4]2)=[CH:31][CH:32]=1. (4) Given the reactants [CH3:1][O:2][C:3]1[CH:8]=[CH:7][CH:6]=[C:5]([NH2:9])[CH:4]=1.CCN([CH2:15][CH3:16])CC.C([CH:19]([CH2:23][C:24](Cl)=[O:25])[C:20](Cl)=[O:21])C.C1C[O:30]CC1, predict the reaction product. The product is: [CH3:1][O:2][C:3]1[CH:4]=[C:5]([NH:9][C:24](=[O:25])[CH2:23][CH2:19][C:20]([O:21][CH2:15][CH3:16])=[O:30])[CH:6]=[CH:7][CH:8]=1. (5) The product is: [CH3:20][C:17]1[CH:18]=[CH:19][C:14]([S:11]([N:8]2[C:6]3[N:7]=[C:2]([NH:37][C:34]4[CH:33]=[CH:32][C:31]([C:30]([O:29][CH2:27][CH3:28])=[O:38])=[CH:36][CH:35]=4)[N:3]=[C:4]([NH:21][CH2:22][C:23]([F:26])([F:25])[F:24])[C:5]=3[CH:10]=[CH:9]2)(=[O:13])=[O:12])=[CH:15][CH:16]=1. Given the reactants Cl[C:2]1[N:3]=[C:4]([NH:21][CH2:22][C:23]([F:26])([F:25])[F:24])[C:5]2[CH:10]=[CH:9][N:8]([S:11]([C:14]3[CH:19]=[CH:18][C:17]([CH3:20])=[CH:16][CH:15]=3)(=[O:13])=[O:12])[C:6]=2[N:7]=1.[CH2:27]([O:29][C:30](=[O:38])[C:31]1[CH:36]=[CH:35][C:34]([NH2:37])=[CH:33][CH:32]=1)[CH3:28].C(=O)([O-])[O-].[K+].[K+].C(O)C, predict the reaction product. (6) Given the reactants [CH3:1][O:2][C:3]1([C:22]([O:24]C)=[O:23])[CH2:8][CH2:7][N:6]([CH:9]2[CH2:15][CH:14]3[N:16]([C:17]([O:19][CH2:20][CH3:21])=[O:18])[CH:11]([CH2:12][CH2:13]3)[CH2:10]2)[CH2:5][CH2:4]1.[Li+].[OH-].Cl, predict the reaction product. The product is: [CH2:20]([O:19][C:17]([N:16]1[CH:11]2[CH2:12][CH2:13][CH:14]1[CH2:15][CH:9]([N:6]1[CH2:7][CH2:8][C:3]([O:2][CH3:1])([C:22]([OH:24])=[O:23])[CH2:4][CH2:5]1)[CH2:10]2)=[O:18])[CH3:21].